Dataset: Full USPTO retrosynthesis dataset with 1.9M reactions from patents (1976-2016). Task: Predict the reactants needed to synthesize the given product. (1) Given the product [NH:48]1[C:47]([C:43]2[CH:42]=[C:41]3[C:46](=[CH:45][CH:44]=2)[NH:38][N:39]=[C:40]3[C:71]2[CH:76]=[CH:75][CH:74]=[C:73]([O:77][CH2:82][CH2:83][N:25]3[CH2:17][CH2:18][CH2:19][CH2:14]3)[CH:72]=2)=[N:51][CH:50]=[N:49]1, predict the reactants needed to synthesize it. The reactants are: [C:18]1(P([C:14]2[CH:19]=[CH:18][CH:17]=CC=2)[C:18]2[CH:17]=CC=[CH:14][CH:19]=2)[CH:17]=CC=[CH:14][CH:19]=1.CCOC(/[N:25]=N/C(OCC)=O)=O.O1CCCCC1[N:38]1[C:46]2[C:41](=[CH:42][C:43]([C:47]3[N:51]=[CH:50][N:49](C(C4C=CC=CC=4)(C4C=CC=CC=4)C4C=CC=CC=4)[N:48]=3)=[CH:44][CH:45]=2)[C:40]([C:71]2[CH:72]=[C:73]([OH:77])[CH:74]=[CH:75][CH:76]=2)=[N:39]1.Cl.O1[CH2:83][CH2:82]CC1. (2) Given the product [CH3:6][C:7]1[N:8]=[C:9]([CH3:23])[N:10]2[C:15]=1[C:14]([N:24]1[CH:28]=[N:27][CH:26]=[N:25]1)=[N:13][C:12]([C:17]1[CH:22]=[CH:21][CH:20]=[CH:19][N:18]=1)=[N:11]2, predict the reactants needed to synthesize it. The reactants are: P(Cl)(Cl)(Cl)=O.[CH3:6][C:7]1[N:8]=[C:9]([CH3:23])[N:10]2[C:15]=1[C:14](=O)[NH:13][C:12]([C:17]1[CH:22]=[CH:21][CH:20]=[CH:19][N:18]=1)=[N:11]2.[NH:24]1[CH:28]=[N:27][CH:26]=[N:25]1.O. (3) Given the product [Cl:1][C:2]1[CH:8]=[CH:7][CH:6]=[CH:5][C:3]=1[NH:4][CH3:9], predict the reactants needed to synthesize it. The reactants are: [Cl:1][C:2]1[CH:8]=[CH:7][CH:6]=[CH:5][C:3]=1[NH2:4].[CH2:9]([Li])CCC.IC. (4) Given the product [NH:13]=[C:11]([C:4]1[CH:5]=[CH:6][C:7]([N+:8]([O-:10])=[O:9])=[C:2]([CH3:1])[CH:3]=1)/[CH:55]=[C:54](/[C:49]1[CH:50]=[CH:51][CH:52]=[CH:53][C:48]=1[O:47][CH2:44][CH2:45][CH3:46])\[NH2:20], predict the reactants needed to synthesize it. The reactants are: [CH3:1][C:2]1[CH:3]=[C:4]([C:11]([N:13]2C=CN=C2)=O)[CH:5]=[CH:6][C:7]=1[N+:8]([O-:10])=[O:9].C(N1C=CN=C1)([N:20]1C=CN=C1)=O.CC1C([N+]([O-])=O)=C(C=CC=1)C(O)=O.[Li].[CH2:44]([O:47][C:48]1[CH:53]=[CH:52][CH:51]=[CH:50][C:49]=1[C:54](=O)[CH3:55])[CH2:45][CH3:46].